Dataset: Forward reaction prediction with 1.9M reactions from USPTO patents (1976-2016). Task: Predict the product of the given reaction. (1) Given the reactants [F:1][C:2]1[C:11]([F:12])=[C:10]([F:13])[C:9](F)=[C:8]2[C:3]=1[C:4](=[O:30])[C:5]([C:25]([O:27][CH2:28][CH3:29])=[O:26])=[CH:6][N:7]2N[C@H](C1C=CC=CC=1)CO.[H-].[Na+].[OH2:33], predict the reaction product. The product is: [F:1][C:2]1[C:3]2[C:4](=[O:30])[C:5]([C:25]([O:27][CH2:28][CH3:29])=[O:26])=[CH:6][N:7]3[C@H:4]([C:3]4[CH:8]=[CH:9][CH:10]=[CH:11][CH:2]=4)[CH2:5][O:33][C:9]([C:8]=23)=[C:10]([F:13])[C:11]=1[F:12]. (2) Given the reactants [NH2:1][C:2]1[N:7]=[CH:6][N:5]=[C:4]2[N:8]([C@@H:25]3[CH2:30][CH2:29][CH2:28][N:27]([C:31](=[O:35])[CH2:32][C:33]#[N:34])[CH2:26]3)[N:9]=[C:10]([C:11]3[CH:16]=[CH:15][C:14]([O:17][C:18]4[CH:23]=[CH:22][CH:21]=[CH:20][C:19]=4[F:24])=[CH:13][CH:12]=3)[C:3]=12.[CH:36]1([CH:39]=O)[CH2:38][CH2:37]1.N1CCCCC1, predict the reaction product. The product is: [NH2:1][C:2]1[N:7]=[CH:6][N:5]=[C:4]2[N:8]([C@@H:25]3[CH2:30][CH2:29][CH2:28][N:27]([C:31]([C:32](=[CH:39][CH:36]4[CH2:38][CH2:37]4)[C:33]#[N:34])=[O:35])[CH2:26]3)[N:9]=[C:10]([C:11]3[CH:16]=[CH:15][C:14]([O:17][C:18]4[CH:23]=[CH:22][CH:21]=[CH:20][C:19]=4[F:24])=[CH:13][CH:12]=3)[C:3]=12. (3) Given the reactants [C:1]([O:5][C:6]([N:8]1[CH2:13][CH2:12][O:11][CH2:10][C@H:9]1[C:14]([OH:16])=O)=[O:7])([CH3:4])([CH3:3])[CH3:2].[Cl:17][C:18]1[CH:19]=[C:20]2[C:28](=[C:29]([NH2:31])[CH:30]=1)[NH:27][C:26]1[CH:25]=[N:24][CH:23]=[CH:22][C:21]2=1.CCN=C=NCCCN(C)C.CCOC(C)=O, predict the reaction product. The product is: [C:1]([O:5][C:6]([N:8]1[CH2:13][CH2:12][O:11][CH2:10][C@H:9]1[C:14](=[O:16])[NH:31][C:29]1[CH:30]=[C:18]([Cl:17])[CH:19]=[C:20]2[C:28]=1[NH:27][C:26]1[CH:25]=[N:24][CH:23]=[CH:22][C:21]2=1)=[O:7])([CH3:2])([CH3:3])[CH3:4]. (4) Given the reactants N1C(C)=CC=C[C:2]=1[CH3:8].FC(F)(F)S([O:14][Si:15]([CH2:20][CH3:21])([CH2:18][CH3:19])[CH2:16][CH3:17])(=O)=O, predict the reaction product. The product is: [CH2:16]([Si:15]([O:14][Si:15]([CH2:2][CH3:8])([CH2:18][CH3:19])[CH2:16][CH3:17])([CH2:20][CH3:21])[CH2:18][CH3:19])[CH3:17]. (5) Given the reactants [Br:1][C:2]1[CH:3]=[CH:4][C:5]2[N:9]=[C:8](C(Cl)(Cl)Cl)[N:7]([C:14]3[CH:19]=[CH:18][N:17]=[C:16]([NH2:20])[N:15]=3)[C:6]=2[CH:21]=1.[OH:22][CH:23]1[CH2:26][N:25]([C:27]([O:29][C:30]([CH3:33])([CH3:32])[CH3:31])=[O:28])[CH2:24]1.C(=O)([O-])[O-].[Cs+].[Cs+], predict the reaction product. The product is: [NH2:20][C:16]1[N:15]=[C:14]([N:7]2[C:6]3[CH:21]=[C:2]([Br:1])[CH:3]=[CH:4][C:5]=3[N:9]=[C:8]2[O:22][CH:23]2[CH2:24][N:25]([C:27]([O:29][C:30]([CH3:33])([CH3:32])[CH3:31])=[O:28])[CH2:26]2)[CH:19]=[CH:18][N:17]=1.